Task: Predict the reaction yield, written as a fraction of the theoretical maximum amount of product (1.0 means a 100% yield; for example, 0.34 means a 34% yield).. Dataset: Reaction yield outcomes from USPTO patents with 853,638 reactions (1) The yield is 0.640. The reactants are [Cl:1][C:2]1[CH:23]=[CH:22][C:5]([CH2:6][NH:7][C:8]([C:10]2[N:11]=[N:12][C:13]3[C:18]([C:19]=2[OH:20])=[CH:17][C:16](I)=[CH:15][CH:14]=3)=[O:9])=[CH:4][CH:3]=1.CCN(CC)CC.[CH3:31][OH:32].Cl.CN([CH:37]=[O:38])C. The product is [Cl:1][C:2]1[CH:23]=[CH:22][C:5]([CH2:6][NH:7][C:8]([C:10]2[N:11]=[N:12][C:13]3[C:18]([C:19]=2[OH:20])=[CH:17][C:16]([C:31]([O:38][CH3:37])=[O:32])=[CH:15][CH:14]=3)=[O:9])=[CH:4][CH:3]=1. The catalyst is Cl[Pd](Cl)([P](C1C=CC=CC=1)(C1C=CC=CC=1)C1C=CC=CC=1)[P](C1C=CC=CC=1)(C1C=CC=CC=1)C1C=CC=CC=1. (2) The reactants are [NH:1]1[CH:5]=[N:4][C:3]([C:6]2[CH:7]=[C:8]3[C:12](=[CH:13][CH:14]=2)[N:11]([CH:15]2[CH2:20][CH2:19][CH2:18][CH2:17][O:16]2)[N:10]=[C:9]3[Br:21])=[N:2]1.[C:22]1([C:28](Cl)([C:35]2[CH:40]=[CH:39][CH:38]=[CH:37][CH:36]=2)[C:29]2[CH:34]=[CH:33][CH:32]=[CH:31][CH:30]=2)[CH:27]=[CH:26][CH:25]=[CH:24][CH:23]=1.C(N(CC)CC)C. The catalyst is N1C=CC=CC=1.C(OCC)(=O)C. The product is [Br:21][C:9]1[C:8]2[C:12](=[CH:13][CH:14]=[C:6]([C:3]3[N:4]=[CH:5][N:1]([C:28]([C:22]4[CH:27]=[CH:26][CH:25]=[CH:24][CH:23]=4)([C:35]4[CH:36]=[CH:37][CH:38]=[CH:39][CH:40]=4)[C:29]4[CH:30]=[CH:31][CH:32]=[CH:33][CH:34]=4)[N:2]=3)[CH:7]=2)[N:11]([CH:15]2[CH2:20][CH2:19][CH2:18][CH2:17][O:16]2)[N:10]=1. The yield is 0.930.